This data is from Forward reaction prediction with 1.9M reactions from USPTO patents (1976-2016). The task is: Predict the product of the given reaction. (1) Given the reactants [N:1]1([C:5]2[N:10]=[C:9]([CH2:11][N:12]3[C@@H:16]([CH3:17])[C@@H:15]([C:18]4[CH:23]=[C:22]([C:24]([F:27])([F:26])[F:25])[CH:21]=[C:20]([C:28]([F:31])([F:30])[F:29])[CH:19]=4)[O:14][C:13]3=[O:32])[C:8]([C:33]3[CH:34]=[C:35]([CH2:41][CH2:42][C:43]([O:45]C)=[O:44])[CH:36]=[CH:37][C:38]=3[O:39][CH3:40])=[CH:7][CH:6]=2)[CH2:4][CH2:3][CH2:2]1.[OH-].[Li+].C(O)(=O)C, predict the reaction product. The product is: [N:1]1([C:5]2[N:10]=[C:9]([CH2:11][N:12]3[C@@H:16]([CH3:17])[C@@H:15]([C:18]4[CH:19]=[C:20]([C:28]([F:30])([F:29])[F:31])[CH:21]=[C:22]([C:24]([F:25])([F:27])[F:26])[CH:23]=4)[O:14][C:13]3=[O:32])[C:8]([C:33]3[CH:34]=[C:35]([CH2:41][CH2:42][C:43]([OH:45])=[O:44])[CH:36]=[CH:37][C:38]=3[O:39][CH3:40])=[CH:7][CH:6]=2)[CH2:4][CH2:3][CH2:2]1. (2) Given the reactants C([O:5][C:6]1[CH:11]=[CH:10][C:9]([Br:12])=[CH:8][CH:7]=1)(=O)CC.[Cl-].[Al+3].[Cl-].[Cl-].Cl, predict the reaction product. The product is: [Br:12][C:9]1[CH:10]=[CH:11][C:6]([OH:5])=[C:7]([C:6](=[O:5])[CH2:7][CH3:8])[CH:8]=1. (3) Given the reactants C(O[BH-](OC(=O)C)OC(=O)C)(=O)C.[Na+].[CH3:15][O:16][C:17]1[CH:18]=[C:19]([CH:22]=[CH:23][CH:24]=1)[CH:20]=O.[NH2:25][C:26]1[CH:27]=[N:28][CH:29]=[C:30]([Br:32])[CH:31]=1, predict the reaction product. The product is: [Br:32][C:30]1[CH:31]=[C:26]([NH:25][CH2:20][C:19]2[CH:22]=[CH:23][CH:24]=[C:17]([O:16][CH3:15])[CH:18]=2)[CH:27]=[N:28][CH:29]=1. (4) The product is: [Cl:13][C:10]1[CH:11]=[CH:12][C:7]([NH:6][C:4](=[O:5])[C:3]2[CH:14]=[CH:15][C:16]([C:18]([O:20][CH3:21])=[O:19])=[CH:17][C:2]=2[NH:1][CH2:35][CH:32]2[CH2:33][CH2:34][NH:29][CH2:30][CH2:31]2)=[N:8][CH:9]=1. Given the reactants [NH2:1][C:2]1[CH:17]=[C:16]([C:18]([O:20][CH3:21])=[O:19])[CH:15]=[CH:14][C:3]=1[C:4]([NH:6][C:7]1[CH:12]=[CH:11][C:10]([Cl:13])=[CH:9][N:8]=1)=[O:5].C(OC([N:29]1[CH2:34][CH2:33][CH:32]([CH:35]=O)[CH2:31][CH2:30]1)=O)(C)(C)C.[B-][N+](C)(C)C, predict the reaction product. (5) The product is: [OH:10][CH2:9][CH2:8][S:7][C:12]1[CH:19]=[CH:18][CH:17]=[CH:16][C:13]=1[CH:14]=[O:15]. Given the reactants C(=O)([O-])[O-].[K+].[K+].[SH:7][CH2:8][CH2:9][OH:10].F[C:12]1[CH:19]=[CH:18][CH:17]=[CH:16][C:13]=1[CH:14]=[O:15], predict the reaction product. (6) Given the reactants Cl[C:2]1[C:7](C)=[C:6](N2CCN(C3C(C(F)(F)F)=CC=CN=3)CC2)[N:5]=[C:4]([N:25]2[CH2:30][CH2:29][O:28][CH2:27][CH2:26]2)[N:3]=1.ClC1C=C(B(O)[OH:40])C=CC=1F.[C:42](=[O:45])([O-])[O-].[K+].[K+], predict the reaction product. The product is: [CH3:6][C:7]1[C:42]([OH:45])=[N:5][C:4]([N:25]2[CH2:30][CH2:29][O:28][CH2:27][CH2:26]2)=[N:3][C:2]=1[OH:40]. (7) Given the reactants [Br:1][C:2]1[CH:27]=[CH:26][C:5]([CH2:6][C@:7]23[CH2:14][C@H:13]([NH2:15])[CH2:12][N:11]2[C:10](=[O:16])[N:9]([C:17]2[CH:22]=[C:21]([Cl:23])[CH:20]=[C:19]([Cl:24])[CH:18]=2)[C:8]3=[O:25])=[CH:4][CH:3]=1.[C:28](OC(=O)C)(=[O:30])[CH3:29], predict the reaction product. The product is: [Br:1][C:2]1[CH:3]=[CH:4][C:5]([CH2:6][C@:7]23[CH2:14][C@H:13]([NH:15][C:28](=[O:30])[CH3:29])[CH2:12][N:11]2[C:10](=[O:16])[N:9]([C:17]2[CH:18]=[C:19]([Cl:24])[CH:20]=[C:21]([Cl:23])[CH:22]=2)[C:8]3=[O:25])=[CH:26][CH:27]=1. (8) Given the reactants [Cl:1][C:2]1[CH:3]=[C:4]([C:12]2[O:16][N:15]=[C:14]([C:17]3[CH:25]=[CH:24][C:23]([CH2:26][CH2:27][CH2:28][C:29]([O:31]CC)=[O:30])=[C:22]4[C:18]=3[CH:19]=[CH:20][NH:21]4)[N:13]=2)[CH:5]=[N:6][C:7]=1[O:8][CH:9]([CH3:11])[CH3:10].[OH-].[Na+].Cl, predict the reaction product. The product is: [Cl:1][C:2]1[CH:3]=[C:4]([C:12]2[O:16][N:15]=[C:14]([C:17]3[CH:25]=[CH:24][C:23]([CH2:26][CH2:27][CH2:28][C:29]([OH:31])=[O:30])=[C:22]4[C:18]=3[CH:19]=[CH:20][NH:21]4)[N:13]=2)[CH:5]=[N:6][C:7]=1[O:8][CH:9]([CH3:10])[CH3:11].